The task is: Regression. Given two drug SMILES strings and cell line genomic features, predict the synergy score measuring deviation from expected non-interaction effect.. This data is from NCI-60 drug combinations with 297,098 pairs across 59 cell lines. Drug 1: CC(C1=C(C=CC(=C1Cl)F)Cl)OC2=C(N=CC(=C2)C3=CN(N=C3)C4CCNCC4)N. Drug 2: CC1C(C(CC(O1)OC2CC(CC3=C2C(=C4C(=C3O)C(=O)C5=C(C4=O)C(=CC=C5)OC)O)(C(=O)C)O)N)O.Cl. Cell line: SF-539. Synergy scores: CSS=22.9, Synergy_ZIP=-5.63, Synergy_Bliss=-1.65, Synergy_Loewe=-7.35, Synergy_HSA=-1.70.